Dataset: NCI-60 drug combinations with 297,098 pairs across 59 cell lines. Task: Regression. Given two drug SMILES strings and cell line genomic features, predict the synergy score measuring deviation from expected non-interaction effect. (1) Drug 1: C1CC(C1)(C2=CC=C(C=C2)C3=C(C=C4C(=N3)C=CN5C4=NNC5=O)C6=CC=CC=C6)N. Drug 2: CC1CCC2CC(C(=CC=CC=CC(CC(C(=O)C(C(C(=CC(C(=O)CC(OC(=O)C3CCCCN3C(=O)C(=O)C1(O2)O)C(C)CC4CCC(C(C4)OC)OP(=O)(C)C)C)C)O)OC)C)C)C)OC. Cell line: SK-OV-3. Synergy scores: CSS=55.5, Synergy_ZIP=12.0, Synergy_Bliss=11.7, Synergy_Loewe=19.4, Synergy_HSA=20.5. (2) Drug 1: CCC1(CC2CC(C3=C(CCN(C2)C1)C4=CC=CC=C4N3)(C5=C(C=C6C(=C5)C78CCN9C7C(C=CC9)(C(C(C8N6C)(C(=O)OC)O)OC(=O)C)CC)OC)C(=O)OC)O.OS(=O)(=O)O. Drug 2: CS(=O)(=O)OCCCCOS(=O)(=O)C. Cell line: A549. Synergy scores: CSS=14.6, Synergy_ZIP=-2.03, Synergy_Bliss=1.20, Synergy_Loewe=-1.16, Synergy_HSA=-1.32. (3) Drug 1: CN(C)N=NC1=C(NC=N1)C(=O)N. Drug 2: C(=O)(N)NO. Cell line: MCF7. Synergy scores: CSS=11.1, Synergy_ZIP=-4.69, Synergy_Bliss=-4.10, Synergy_Loewe=-7.16, Synergy_HSA=-4.30. (4) Drug 1: CC1C(C(=O)NC(C(=O)N2CCCC2C(=O)N(CC(=O)N(C(C(=O)O1)C(C)C)C)C)C(C)C)NC(=O)C3=C4C(=C(C=C3)C)OC5=C(C(=O)C(=C(C5=N4)C(=O)NC6C(OC(=O)C(N(C(=O)CN(C(=O)C7CCCN7C(=O)C(NC6=O)C(C)C)C)C)C(C)C)C)N)C. Drug 2: C1=CC=C(C=C1)NC(=O)CCCCCCC(=O)NO. Cell line: SK-MEL-5. Synergy scores: CSS=15.6, Synergy_ZIP=-0.546, Synergy_Bliss=8.72, Synergy_Loewe=-1.30, Synergy_HSA=0.662. (5) Drug 1: CN1CCC(CC1)COC2=C(C=C3C(=C2)N=CN=C3NC4=C(C=C(C=C4)Br)F)OC. Drug 2: C1CCC(CC1)NC(=O)N(CCCl)N=O. Cell line: SF-295. Synergy scores: CSS=43.7, Synergy_ZIP=1.51, Synergy_Bliss=1.40, Synergy_Loewe=2.47, Synergy_HSA=2.33. (6) Drug 1: CC1C(C(CC(O1)OC2CC(CC3=C2C(=C4C(=C3O)C(=O)C5=C(C4=O)C(=CC=C5)OC)O)(C(=O)C)O)N)O.Cl. Drug 2: C1=NC2=C(N=C(N=C2N1C3C(C(C(O3)CO)O)F)Cl)N. Cell line: SK-MEL-28. Synergy scores: CSS=19.6, Synergy_ZIP=-7.41, Synergy_Bliss=-1.12, Synergy_Loewe=-4.64, Synergy_HSA=0.445. (7) Drug 1: C1=CN(C(=O)N=C1N)C2C(C(C(O2)CO)O)O.Cl. Drug 2: B(C(CC(C)C)NC(=O)C(CC1=CC=CC=C1)NC(=O)C2=NC=CN=C2)(O)O. Cell line: DU-145. Synergy scores: CSS=47.7, Synergy_ZIP=-1.80, Synergy_Bliss=-2.13, Synergy_Loewe=-3.42, Synergy_HSA=1.14. (8) Drug 1: CC1=C(C(=CC=C1)Cl)NC(=O)C2=CN=C(S2)NC3=CC(=NC(=N3)C)N4CCN(CC4)CCO. Drug 2: C1C(C(OC1N2C=NC3=C2NC=NCC3O)CO)O. Cell line: HCT116. Synergy scores: CSS=3.11, Synergy_ZIP=-0.989, Synergy_Bliss=2.78, Synergy_Loewe=1.39, Synergy_HSA=1.40. (9) Drug 1: CC12CCC3C(C1CCC2O)C(CC4=C3C=CC(=C4)O)CCCCCCCCCS(=O)CCCC(C(F)(F)F)(F)F. Drug 2: C1=NNC2=C1C(=O)NC=N2. Cell line: HOP-62. Synergy scores: CSS=6.68, Synergy_ZIP=-10.7, Synergy_Bliss=-19.0, Synergy_Loewe=-13.8, Synergy_HSA=-13.1.